Dataset: Forward reaction prediction with 1.9M reactions from USPTO patents (1976-2016). Task: Predict the product of the given reaction. (1) Given the reactants C[O:2][C:3](=[O:39])[C:4]1[CH:9]=[CH:8][C:7]([S:10](=[O:38])(=[O:37])[NH:11][C:12]2[C:13]([CH3:36])=[N:14][C:15]([O:18][CH2:19][C:20]3[C:21]([C:28]4[C:33]([Cl:34])=[CH:32][CH:31]=[CH:30][C:29]=4[Cl:35])=[N:22][O:23][C:24]=3[CH:25]([CH3:27])[CH3:26])=[CH:16][CH:17]=2)=[CH:6][CH:5]=1.[H-].[Na+].[CH3:42]I.[OH-].[Na+], predict the reaction product. The product is: [Cl:35][C:29]1[CH:30]=[CH:31][CH:32]=[C:33]([Cl:34])[C:28]=1[C:21]1[C:20]([CH2:19][O:18][C:15]2[N:14]=[C:13]([CH3:36])[C:12]([N:11]([CH3:42])[S:10]([C:7]3[CH:8]=[CH:9][C:4]([C:3]([OH:2])=[O:39])=[CH:5][CH:6]=3)(=[O:38])=[O:37])=[CH:17][CH:16]=2)=[C:24]([CH:25]([CH3:27])[CH3:26])[O:23][N:22]=1. (2) Given the reactants [Cl-].[OH:2][CH:3]1[CH2:6][NH2+:5][CH2:4]1.CCN(C(C)C)C(C)C.Br[CH2:17][C:18]1[CH:23]=[CH:22][CH:21]=[C:20]([N+:24]([O-:26])=[O:25])[CH:19]=1, predict the reaction product. The product is: [N+:24]([C:20]1[CH:19]=[C:18]([CH:23]=[CH:22][CH:21]=1)[CH2:17][N:5]1[CH2:6][CH:3]([OH:2])[CH2:4]1)([O-:26])=[O:25]. (3) Given the reactants C(OC([NH:8][CH2:9][C:10]1[O:14][N:13]=[C:12]([C:15]([O:17][CH2:18][CH3:19])=[O:16])[CH:11]=1)=O)(C)(C)C.[F:20][C:21]([F:26])([F:25])[C:22]([OH:24])=[O:23], predict the reaction product. The product is: [F:20][C:21]([F:26])([F:25])[C:22]([OH:24])=[O:23].[NH2:8][CH2:9][C:10]1[O:14][N:13]=[C:12]([C:15]([O:17][CH2:18][CH3:19])=[O:16])[CH:11]=1. (4) Given the reactants C1COCC1.[OH:6][C@@H:7]1[C@@:14]([CH3:29])([CH2:15][CH2:16][CH2:17][C:18]([CH3:28])([O:20][Si:21]([CH2:26][CH3:27])([CH2:24][CH3:25])[CH2:22][CH3:23])[CH3:19])[C@@H:13]2[C@:30]([OH:33])(OC)[C@@:9]([CH2:37][CH:38]=[C:39]([CH3:41])[CH3:40])([C:10]([O:35][CH3:36])=[CH:11][C:12]2=[O:34])[CH2:8]1.C([Li])CCC.[CH:47]1[CH:52]=[CH:51][C:50]([O:53][C:54](Cl)=[S:55])=[CH:49][CH:48]=1, predict the reaction product. The product is: [C:54](=[S:55])([O:53][C:50]1[CH:51]=[CH:52][CH:47]=[CH:48][CH:49]=1)[O:6][C@H:7]1[CH2:8][C@@:9]2([CH2:37][CH:38]=[C:39]([CH3:41])[CH3:40])[C:30](=[O:33])[C@H:13]([C:12](=[O:34])[CH:11]=[C:10]2[O:35][CH3:36])[C@:14]1([CH3:29])[CH2:15][CH2:16][CH2:17][C:18]([CH3:19])([O:20][Si:21]([CH2:24][CH3:25])([CH2:22][CH3:23])[CH2:26][CH3:27])[CH3:28]. (5) Given the reactants F[C:2]1[CH:3]=[C:4]([CH:17]=[CH:18][C:19]=1[CH2:20][N:21]1[CH2:25][CH2:24][CH2:23][CH2:22]1)[O:5][CH:6]1[CH2:9][N:8](C(OC(C)(C)C)=O)[CH2:7]1.N1C[CH:28]([O:30]C2C=CC(CN3CCCC3)=C(F)C=2)C1.N1CCC[CH2:45]1.OC1C=CC(C=O)=C(OC)C=1C, predict the reaction product. The product is: [NH:8]1[CH2:7][CH:6]([O:5][C:4]2[CH:17]=[CH:18][C:19]([CH2:20][N:21]3[CH2:22][CH2:23][CH2:24][CH2:25]3)=[C:2]([O:30][CH3:28])[C:3]=2[CH3:45])[CH2:9]1. (6) Given the reactants [OH:1][CH:2]([CH:8]([CH:12]([CH2:14][CH3:15])[CH3:13])[CH2:9][CH:10]=[CH2:11])[CH2:3][C:4]([O:6]C)=[O:5], predict the reaction product. The product is: [OH:1][CH:2]([CH:8]([CH:12]([CH2:14][CH3:15])[CH3:13])[CH2:9][CH:10]=[CH2:11])[CH2:3][C:4]([OH:6])=[O:5]. (7) The product is: [Cl:1][C:2]1[CH:7]=[CH:6][C:5]([N:8]2[CH2:13][CH2:12][O:11][C:10]3[CH:14]=[C:15]([S:18]([O:31][C:30]4[C:29]([F:32])=[C:28]([F:33])[C:27]([F:34])=[C:26]([F:35])[C:25]=4[F:24])(=[O:20])=[O:19])[CH:16]=[CH:17][C:9]2=3)=[C:4]([C:22]#[N:23])[CH:3]=1. Given the reactants [Cl:1][C:2]1[CH:7]=[CH:6][C:5]([N:8]2[CH2:13][CH2:12][O:11][C:10]3[CH:14]=[C:15]([S:18](Cl)(=[O:20])=[O:19])[CH:16]=[CH:17][C:9]2=3)=[C:4]([C:22]#[N:23])[CH:3]=1.[F:24][C:25]1[C:30]([OH:31])=[C:29]([F:32])[C:28]([F:33])=[C:27]([F:34])[C:26]=1[F:35].C(N(CC)CC)C, predict the reaction product. (8) The product is: [ClH:36].[Br:19][C:15]1[C:14]([C:20]([F:22])([F:23])[F:21])=[CH:13][C:12]2[N:11]3[C@H:24]([CH3:26])[CH2:25][NH:8][CH2:9][C@H:10]3[CH2:18][C:17]=2[CH:16]=1. Given the reactants C(OC([N:8]1[CH2:25][CH:24]([CH3:26])[N:11]2[C:12]3[CH:13]=[C:14]([C:20]([F:23])([F:22])[F:21])[C:15]([Br:19])=[CH:16][C:17]=3[CH2:18][CH:10]2[CH2:9]1)=O)(C)(C)C.FC(F)(F)C(O)=O.[OH-].[Na+].[Cl:36]CCl, predict the reaction product. (9) The product is: [CH2:11]([O:13][C:14]([C:15]1[S:7][C:6]([C:5]2[CH:9]=[CH:10][C:2]([OH:1])=[CH:3][CH:4]=2)=[N:8][C:16]=1[CH3:18])=[O:20])[CH3:12]. Given the reactants [OH:1][C:2]1[CH:10]=[CH:9][C:5]([C:6]([NH2:8])=[S:7])=[CH:4][CH:3]=1.[CH2:11]([O:13][C:14](=[O:20])[CH:15](Br)[C:16]([CH3:18])=O)[CH3:12], predict the reaction product. (10) Given the reactants [CH3:1][C:2]1[CH:3]=[CH:4][C:5](S(O)(=O)=O)=[CH:6][CH:7]=1.O.[CH2:13]([NH:20][C:21]1[C:22]([NH2:28])=[CH:23][CH:24]=[C:25]([Br:27])[CH:26]=1)[C:14]1[CH:19]=[CH:18][CH:17]=[CH:16][CH:15]=1.COC(OC)(OC)C1C=CC=CC=1, predict the reaction product. The product is: [CH2:1]([N:28]1[C:22]2[CH:23]=[CH:24][C:25]([Br:27])=[CH:26][C:21]=2[N:20]=[C:13]1[C:14]1[CH:15]=[CH:16][CH:17]=[CH:18][CH:19]=1)[C:2]1[CH:3]=[CH:4][CH:5]=[CH:6][CH:7]=1.